This data is from Catalyst prediction with 721,799 reactions and 888 catalyst types from USPTO. The task is: Predict which catalyst facilitates the given reaction. (1) Reactant: [C:1]([CH2:4][N:5]([CH2:34][C:35]([OH:37])=[O:36])[CH:6]([CH2:24][C:25]1[CH:30]=[CH:29][C:28]([N+:31]([O-])=O)=[CH:27][CH:26]=1)[CH2:7][N:8]([CH2:13][CH2:14][N:15]([CH2:20][C:21]([OH:23])=[O:22])[CH2:16][C:17]([OH:19])=[O:18])[CH2:9][C:10]([OH:12])=[O:11])([OH:3])=[O:2]. Product: [NH2:31][C:28]1[CH:29]=[CH:30][C:25]([CH2:24][CH:6]([N:5]([CH2:4][C:1]([OH:3])=[O:2])[CH2:34][C:35]([OH:37])=[O:36])[CH2:7][N:8]([CH2:13][CH2:14][N:15]([CH2:16][C:17]([OH:19])=[O:18])[CH2:20][C:21]([OH:23])=[O:22])[CH2:9][C:10]([OH:12])=[O:11])=[CH:26][CH:27]=1. The catalyst class is: 522. (2) Reactant: Cl[CH2:2][CH2:3][NH:4][C:5]([NH:7][CH:8]1[CH2:13][CH2:12][O:11][CH2:10][CH2:9]1)=[O:6].[H-].[Na+]. Product: [O:11]1[CH2:12][CH2:13][CH:8]([N:7]2[CH2:2][CH2:3][NH:4][C:5]2=[O:6])[CH2:9][CH2:10]1. The catalyst class is: 1. (3) Reactant: [F:1][C:2]1[C:7]([F:8])=[CH:6][CH:5]=[C:4]([NH2:9])[C:3]=1[NH2:10].CO[C:13](=N)[C:14]([Cl:17])([Cl:16])[Cl:15]. The catalyst class is: 15. Product: [F:8][C:7]1[CH:6]=[CH:5][C:4]2[N:9]=[C:13]([C:14]([Cl:17])([Cl:16])[Cl:15])[NH:10][C:3]=2[C:2]=1[F:1]. (4) Reactant: C([N:8]1[CH2:18][CH2:17][C:11]2([NH:15][CH:14]=[N:13][C:12]2=[O:16])[CH2:10][CH2:9]1)C1C=CC=CC=1.C(OC(OCC)OCC)C. Product: [NH:15]1[C:11]2([CH2:10][CH2:9][NH:8][CH2:18][CH2:17]2)[C:12](=[O:16])[NH:13][CH2:14]1. The catalyst class is: 105. (5) Reactant: C(N(CC)CC)C.[CH:8]1([C:11]#[C:12][C:13]2[O:17][N:16]=[C:15]([CH:18]=O)[CH:14]=2)[CH2:10][CH2:9]1.Cl.[NH2:21][C@@:22]([CH3:35])([C@@H:27]([OH:34])[C:28]1[CH:32]=[C:31]([CH3:33])[O:30][N:29]=1)[C:23]([O:25][CH3:26])=[O:24].CC(O)=O.C(O[BH-](OC(=O)C)OC(=O)C)(=O)C.[Na+]. Product: [CH:8]1([C:11]#[C:12][C:13]2[O:17][N:16]=[C:15]([CH2:18][NH:21][C@@:22]([CH3:35])([C@@H:27]([OH:34])[C:28]3[CH:32]=[C:31]([CH3:33])[O:30][N:29]=3)[C:23]([O:25][CH3:26])=[O:24])[CH:14]=2)[CH2:9][CH2:10]1. The catalyst class is: 26. (6) Reactant: [C:1]1([CH2:7][C:8](Cl)=[O:9])[CH:6]=[CH:5][CH:4]=[CH:3][CH:2]=1.[S-:11][C:12]#[N:13].[K+].[NH2:15][C:16]1[CH:36]=[CH:35][C:19]([O:20][C:21]2[CH:26]=[C:25]([NH:27][C:28]([N:30]3[CH2:34][CH2:33][CH2:32][CH2:31]3)=[O:29])[N:24]=[CH:23][CH:22]=2)=[C:18]([Cl:37])[CH:17]=1.C(OCC)C.CCCCCC. Product: [Cl:37][C:18]1[CH:17]=[C:16]([NH:15][C:12]([NH:13][C:8](=[O:9])[CH2:7][C:1]2[CH:6]=[CH:5][CH:4]=[CH:3][CH:2]=2)=[S:11])[CH:36]=[CH:35][C:19]=1[O:20][C:21]1[CH:26]=[C:25]([NH:27][C:28]([N:30]2[CH2:31][CH2:32][CH2:33][CH2:34]2)=[O:29])[N:24]=[CH:23][CH:22]=1. The catalyst class is: 10. (7) Reactant: [CH3:1][C:2]1([CH3:20])[CH2:7][CH:6]([NH:8][C:9]2[C:14]([C:15]#[N:16])=[CH:13][N:12]=[C:11](Cl)[N:10]=2)[CH2:5][C:4]([CH3:19])([CH3:18])[NH:3]1.[CH:21]1([C:24]2[CH:25]=[C:26]([NH2:36])[CH:27]=[C:28]([N:31]3[CH:35]=[N:34][N:33]=[N:32]3)[C:29]=2[F:30])[CH2:23][CH2:22]1. Product: [CH3:1][C:2]1([CH3:20])[CH2:7][CH:6]([NH:8][C:9]2[C:14]([C:15]#[N:16])=[CH:13][N:12]=[C:11]([NH:36][C:26]3[CH:27]=[C:28]([N:31]4[CH:35]=[N:34][N:33]=[N:32]4)[C:29]([F:30])=[C:24]([CH:21]4[CH2:23][CH2:22]4)[CH:25]=3)[N:10]=2)[CH2:5][C:4]([CH3:19])([CH3:18])[NH:3]1. The catalyst class is: 41.